Task: Binary Classification. Given a drug SMILES string, predict its activity (active/inactive) in a high-throughput screening assay against a specified biological target.. Dataset: Orexin1 receptor HTS with 218,158 compounds and 233 confirmed actives The molecule is S(c1nc(N)c(c(C(C)C)c1C#N)C#N)CC(=O)c1cc2c(oc1=O)cccc2. The result is 0 (inactive).